From a dataset of Reaction yield outcomes from USPTO patents with 853,638 reactions. Predict the reaction yield, written as a fraction of the theoretical maximum amount of product (1.0 means a 100% yield; for example, 0.34 means a 34% yield). (1) The reactants are C[C:2]1(C)C2[C:5](=CC=CC=2)[NH:4][C:3]1=O.COCCO[AlH2-]OCCOC.[Na+].[C:25]1([CH3:31])[CH:30]=[CH:29][CH:28]=[CH:27][CH:26]=1. No catalyst specified. The product is [CH3:2][CH:3]1[CH2:31][C:25]2[C:30](=[CH:29][CH:28]=[CH:27][CH:26]=2)[N:4]1[CH3:5]. The yield is 0.600. (2) The reactants are [OH:1][C:2]1[CH:7]=[C:6]([CH3:8])[C:5]([C:9](=[O:11])[CH3:10])=[C:4]([CH3:12])[CH:3]=1.Cl[CH2:14][CH2:15][O:16][CH3:17]. The catalyst is [OH-].[Na+].O. The product is [CH3:17][O:16][CH2:15][CH2:14][O:1][C:2]1[CH:3]=[C:4]([CH3:12])[C:5]([C:9](=[O:11])[CH3:10])=[C:6]([CH3:8])[CH:7]=1. The yield is 0.640. (3) The reactants are [Cl:1][C:2]1[N:7]=[C:6](Cl)[CH:5]=[CH:4][N:3]=1.[NH2:9][C:10]1[CH:18]=[CH:17][C:13]2[N:14]=[CH:15][NH:16][C:12]=2[CH:11]=1.CCN(CC)CC. The catalyst is CCO. The product is [Cl:1][C:2]1[N:7]=[C:6]([NH:9][C:10]2[CH:18]=[CH:17][C:13]3[NH:14][CH:15]=[N:16][C:12]=3[CH:11]=2)[CH:5]=[CH:4][N:3]=1. The yield is 0.800. (4) The reactants are [Br:1][C:2]1[CH:7]=[C:6](Br)[C:5]([N+:9]([O-:11])=[O:10])=[CH:4][N:3]=1.[Cl:12][C:13]1[C:20]([Cl:21])=[CH:19][CH:18]=[CH:17][C:14]=1[CH2:15][NH2:16].C(N(C(C)C)CC)(C)C.O. The catalyst is C1COCC1. The product is [Br:1][C:2]1[CH:7]=[C:6]([NH:16][CH2:15][C:14]2[CH:17]=[CH:18][CH:19]=[C:20]([Cl:21])[C:13]=2[Cl:12])[C:5]([N+:9]([O-:11])=[O:10])=[CH:4][N:3]=1. The yield is 0.910. (5) The reactants are [CH3:1][C:2]1[CH:7]=[CH:6][C:5]([C:8](=[O:10])[CH3:9])=[CH:4][CH:3]=1.C[O-].[Na+].[F:14][C:15]([F:22])([F:21])[C:16](OCC)=[O:17]. The catalyst is CO. The product is [CH3:1][C:2]1[CH:7]=[CH:6][C:5]([C:8](=[O:10])[CH2:9][C:16](=[O:17])[C:15]([F:22])([F:21])[F:14])=[CH:4][CH:3]=1. The yield is 0.940. (6) The reactants are [NH2:1][C:2]1[C:7]([NH2:8])=[C:6]([C:9]2[CH:27]=[CH:26][C:12]([CH2:13][NH:14][C:15]([C:17]3[O:21][N:20]=[C:19]([C:22]([CH3:25])([CH3:24])[CH3:23])[N:18]=3)=[O:16])=[C:11]([F:28])[CH:10]=2)[CH:5]=[CH:4][N:3]=1.[CH3:29][O:30][C:31]1[C:32]([CH:37]=O)=[N:33][CH:34]=[CH:35][CH:36]=1.CN(C=O)C. No catalyst specified. The product is [C:22]([C:19]1[N:18]=[C:17]([C:15]([NH:14][CH2:13][C:12]2[CH:26]=[CH:27][C:9]([C:6]3[CH:5]=[CH:4][N:3]=[C:2]4[NH:1][C:37]([C:32]5[C:31]([O:30][CH3:29])=[CH:36][CH:35]=[CH:34][N:33]=5)=[N:8][C:7]=34)=[CH:10][C:11]=2[F:28])=[O:16])[O:21][N:20]=1)([CH3:23])([CH3:24])[CH3:25]. The yield is 0.180. (7) The reactants are Cl.[CH3:2][O:3][C:4]1[CH:16]=[CH:15][C:7]([CH2:8][C@@H:9]([C:11]([O:13][CH3:14])=[O:12])[NH2:10])=[CH:6][CH:5]=1.C(N(CC)CC)C.[F:24][C:25]1[CH:35]=[C:34]([F:36])[CH:33]=[CH:32][C:26]=1[CH:27]=[CH:28][C:29](O)=[O:30].CCN=C=NCCCN(C)C.Cl. The catalyst is C(Cl)Cl. The product is [F:24][C:25]1[CH:35]=[C:34]([F:36])[CH:33]=[CH:32][C:26]=1[CH:27]=[CH:28][C:29]([NH:10][C@H:9]([C:11]([O:13][CH3:14])=[O:12])[CH2:8][C:7]1[CH:6]=[CH:5][C:4]([O:3][CH3:2])=[CH:16][CH:15]=1)=[O:30]. The yield is 0.800. (8) The product is [F:30][C:29]([F:32])([F:31])[CH2:28][O:1][C:2]1[CH:3]=[C:4]([NH:8][C:9](=[O:15])[O:10][C:11]([CH3:12])([CH3:14])[CH3:13])[CH:5]=[CH:6][CH:7]=1. The reactants are [OH:1][C:2]1[CH:3]=[C:4]([NH:8][C:9](=[O:15])[O:10][C:11]([CH3:14])([CH3:13])[CH3:12])[CH:5]=[CH:6][CH:7]=1.C(=O)([O-])[O-].[K+].[K+].FC(F)(F)S(O[CH2:28][C:29]([F:32])([F:31])[F:30])(=O)=O. The catalyst is CC(C)=O. The yield is 0.970. (9) The reactants are [N+](C1C=CC(C2[S:14]C(CCC(OC)=O)=NC=2)=CC=1)([O-])=O.[CH3:21][C:22]([CH3:44])([CH2:28][C:29]([NH:31][CH2:32][C:33]([C:35]1[CH:40]=[CH:39][C:38]([N+:41]([O-:43])=[O:42])=[CH:37][CH:36]=1)=O)=O)[CH2:23][C:24]([O:26][CH3:27])=[O:25].COC1C=CC(P2(SP(C3C=CC(OC)=CC=3)(=S)S2)=S)=CC=1. No catalyst specified. The product is [CH3:21][C:22]([CH3:44])([CH2:28][C:29]1[S:14][C:33]([C:35]2[CH:40]=[CH:39][C:38]([N+:41]([O-:43])=[O:42])=[CH:37][CH:36]=2)=[CH:32][N:31]=1)[CH2:23][C:24]([O:26][CH3:27])=[O:25]. The yield is 0.570. (10) The reactants are COC[O:4][C:5]1[CH:10]=[C:9]([O:11]COC)[CH:8]=[CH:7][C:6]=1[CH:15]1[CH2:20][CH2:19][C:18](=[CH:21][C:22]#[N:23])[CH2:17][CH2:16]1.Cl.C(=O)(O)[O-].[Na+]. The catalyst is CO. The product is [OH:4][C:5]1[CH:10]=[C:9]([OH:11])[CH:8]=[CH:7][C:6]=1[CH:15]1[CH2:16][CH2:17][C:18](=[CH:21][C:22]#[N:23])[CH2:19][CH2:20]1. The yield is 0.880.